From a dataset of Catalyst prediction with 721,799 reactions and 888 catalyst types from USPTO. Predict which catalyst facilitates the given reaction. (1) Reactant: [CH3:1][C:2]1[CH:7]=[CH:6][CH:5]=[CH:4][C:3]=1[C:8]1[C:19](=[O:20])[NH:18][C:11]2[N:12]=[C:13]([S:16][CH3:17])[N:14]=[CH:15][C:10]=2[CH:9]=1.[C:21]1(P([C:22]2[CH:21]=CC=[CH:24][CH:23]=2)[C:22]2[CH:21]=CC=[CH:24][CH:23]=2)C=C[CH:24]=[CH:23][CH:22]=1.[OH2:40]. Product: [CH3:1][C:2]1[CH:7]=[CH:6][CH:5]=[CH:4][C:3]=1[C:8]1[C:19](=[O:20])[N:18]([C@H:22]2[CH2:23][CH2:24][O:40][CH2:21]2)[C:11]2[N:12]=[C:13]([S:16][CH3:17])[N:14]=[CH:15][C:10]=2[CH:9]=1. The catalyst class is: 42. (2) Reactant: [Cl:1][C:2]1[CH:3]=[N+:4]([O-:27])[CH:5]=[C:6]([Cl:26])[C:7]=1[CH2:8][C@@H:9]([C:11]1[CH:16]=[CH:15][C:14]([O:17][CH:18]([F:20])[F:19])=[C:13]([O:21][CH2:22][CH:23]2[CH2:25][CH2:24]2)[CH:12]=1)[OH:10].[CH2:28]([O:35][C:36]1[CH:44]=[CH:43][C:39]([C:40](O)=[O:41])=[CH:38][C:37]=1[O:45][S:46]([CH3:49])(=[O:48])=[O:47])[C:29]1[CH:34]=[CH:33][CH:32]=[CH:31][CH:30]=1.C(Cl)CCl. Product: [CH2:28]([O:35][C:36]1[CH:44]=[CH:43][C:39]([C:40]([O:10][C@H:9]([C:11]2[CH:16]=[CH:15][C:14]([O:17][CH:18]([F:20])[F:19])=[C:13]([O:21][CH2:22][CH:23]3[CH2:25][CH2:24]3)[CH:12]=2)[CH2:8][C:7]2[C:6]([Cl:26])=[CH:5][N+:4]([O-:27])=[CH:3][C:2]=2[Cl:1])=[O:41])=[CH:38][C:37]=1[O:45][S:46]([CH3:49])(=[O:48])=[O:47])[C:29]1[CH:30]=[CH:31][CH:32]=[CH:33][CH:34]=1. The catalyst class is: 239. (3) Reactant: [Br:1][CH2:2][CH2:3][CH2:4][C:5](Cl)=[O:6].[CH2:8]([NH2:20])[CH2:9][CH2:10][CH2:11][CH2:12][CH2:13][CH2:14][CH2:15][CH2:16][CH2:17][CH2:18][CH3:19].C(N(CC)CC)C. Product: [Br:1][CH2:2][CH2:3][CH2:4][C:5]([NH:20][CH2:8][CH2:9][CH2:10][CH2:11][CH2:12][CH2:13][CH2:14][CH2:15][CH2:16][CH2:17][CH2:18][CH3:19])=[O:6]. The catalyst class is: 4. (4) The catalyst class is: 17. Reactant: [OH:1][CH2:2][C:3]1([C:16]([O:18][CH3:19])=[O:17])[O:8][CH2:7][CH2:6][N:5]([C:9]([O:11][C:12]([CH3:15])([CH3:14])[CH3:13])=[O:10])[CH2:4]1.[C:20]1([CH3:30])[CH:25]=[CH:24][C:23]([S:26](Cl)(=[O:28])=[O:27])=[CH:22][CH:21]=1.O. Product: [S:26]([O:1][CH2:2][C:3]1([C:16]([O:18][CH3:19])=[O:17])[O:8][CH2:7][CH2:6][N:5]([C:9]([O:11][C:12]([CH3:14])([CH3:15])[CH3:13])=[O:10])[CH2:4]1)([C:23]1[CH:24]=[CH:25][C:20]([CH3:30])=[CH:21][CH:22]=1)(=[O:28])=[O:27]. (5) Reactant: [NH2:1][C:2]1[N:3]([CH3:8])[O:4][C:5](=[O:7])[CH:6]=1.[N+:9]([C:12]1[CH:13]=[C:14]([CH:17]=[CH:18][C:19]=1[Cl:20])[CH:15]=O)([O-:11])=[O:10].[O:21]1[CH2:26][C:25](=O)[CH2:24][C:23](=[O:28])[CH2:22]1. Product: [Cl:20][C:19]1[CH:18]=[CH:17][C:14]([CH:15]2[C:24]3[C:23](=[O:28])[CH2:22][O:21][CH2:26][C:25]=3[NH:1][C:2]3[N:3]([CH3:8])[O:4][C:5](=[O:7])[C:6]2=3)=[CH:13][C:12]=1[N+:9]([O-:11])=[O:10]. The catalyst class is: 8.